From a dataset of Peptide-MHC class I binding affinity with 185,985 pairs from IEDB/IMGT. Regression. Given a peptide amino acid sequence and an MHC pseudo amino acid sequence, predict their binding affinity value. This is MHC class I binding data. (1) The peptide sequence is RISSSLDQT. The MHC is HLA-A02:03 with pseudo-sequence HLA-A02:03. The binding affinity (normalized) is 0.126. (2) The peptide sequence is LSNFGAPSY. The MHC is HLA-A26:01 with pseudo-sequence HLA-A26:01. The binding affinity (normalized) is 0.221. (3) The peptide sequence is KMTPWSAYW. The MHC is HLA-A26:01 with pseudo-sequence HLA-A26:01. The binding affinity (normalized) is 0.117.